From a dataset of Forward reaction prediction with 1.9M reactions from USPTO patents (1976-2016). Predict the product of the given reaction. (1) Given the reactants [C:1]([O:5][C:6](=[O:48])[C:7]1[CH:12]=[C:11]([C:13]2[C:17](C)=[CH:16]S[CH:14]=2)[CH:10]=[C:9]([O:19][CH2:20][CH2:21][CH2:22][CH2:23][CH2:24][CH2:25][C:26]2[CH:31]=[CH:30][CH:29]=[C:28]([O:32][CH2:33][CH2:34][CH2:35][C:36]([O:38][CH2:39][CH3:40])=[O:37])[C:27]=2[CH2:41][CH2:42][C:43]([O:45][CH2:46][CH3:47])=[O:44])[CH:8]=1)([CH3:4])([CH3:3])[CH3:2].C(OC(=O)C1C=C(OCCCCCCC2C=CC=C(OCCCC(OCC)=O)C=2CCC(OCC)=O)C=C(Br)C=1)(C)(C)C.[O:92]1[C:97]2C=CC(B(O)O)=C[C:96]=2[O:95][CH2:94][CH2:93]1, predict the reaction product. The product is: [C:1]([O:5][C:6](=[O:48])[C:7]1[CH:8]=[C:9]([O:19][CH2:20][CH2:21][CH2:22][CH2:23][CH2:24][CH2:25][C:26]2[CH:31]=[CH:30][CH:29]=[C:28]([O:32][CH2:33][CH2:34][CH2:35][C:36]([O:38][CH2:39][CH3:40])=[O:37])[C:27]=2[CH2:41][CH2:42][C:43]([O:45][CH2:46][CH3:47])=[O:44])[CH:10]=[C:11]([C:13]2[CH:14]=[CH:94][C:93]3[O:92][CH2:97][CH2:96][O:95][C:16]=3[CH:17]=2)[CH:12]=1)([CH3:4])([CH3:2])[CH3:3]. (2) Given the reactants [Cl:1][C:2]1[CH:3]=[N:4][C:5]2[N:6]([N:8]=[C:9]([C:11]([OH:13])=O)[CH:10]=2)[CH:7]=1.[O:14]1[CH:18]=[CH:17][CH:16]=[C:15]1[C:19]1[N:23]2[CH2:24][CH2:25][NH:26][CH:27]([CH3:28])[C:22]2=[CH:21][CH:20]=1, predict the reaction product. The product is: [Cl:1][C:2]1[CH:3]=[N:4][C:5]2[N:6]([N:8]=[C:9]([C:11]([N:26]3[CH2:25][CH2:24][N:23]4[C:19]([C:15]5[O:14][CH:18]=[CH:17][CH:16]=5)=[CH:20][CH:21]=[C:22]4[CH:27]3[CH3:28])=[O:13])[CH:10]=2)[CH:7]=1.